The task is: Predict the reactants needed to synthesize the given product.. This data is from Full USPTO retrosynthesis dataset with 1.9M reactions from patents (1976-2016). Given the product [CH3:4][C:5]([C@@H:6]1[C@@:23]2([CH3:24])[CH2:22][CH2:21][C@@H:20]3[C@@:18]4([CH3:19])[CH2:17][CH2:16][C@:15]([OH:25])([CH3:1])[CH2:14][C@@H:13]4[CH2:12][CH2:11][C@H:10]3[C@@H:9]2[CH2:8][CH2:7]1)=[O:26], predict the reactants needed to synthesize it. The reactants are: [CH3:1][Mg]Cl.[CH3:4][C:5](=[O:26])[C@@H:6]1[C@:23]2([CH3:24])[C@H:9]([C@H:10]3[C@H:20]([CH2:21][CH2:22]2)[C@:18]2([CH3:19])[C@H:13]([CH2:14][C:15](=[O:25])[CH2:16][CH2:17]2)[CH2:12][CH2:11]3)[CH2:8][CH2:7]1.